From a dataset of Catalyst prediction with 721,799 reactions and 888 catalyst types from USPTO. Predict which catalyst facilitates the given reaction. (1) Reactant: Cl[CH2:2][C:3]1[C:4]([CH3:9])=[N:5][CH:6]=[CH:7][CH:8]=1.C([O-])([O-])=O.[K+].[K+].[Cl:16][C:17]1[CH:22]=[CH:21][C:20]([CH:23]([C:36]2[CH:41]=[CH:40][CH:39]=[CH:38][CH:37]=2)[NH:24][C:25](=[O:35])[CH2:26][C:27]2[CH:32]=[CH:31][C:30]([OH:33])=[C:29]([CH3:34])[CH:28]=2)=[C:19]([CH3:42])[CH:18]=1. Product: [Cl:16][C:17]1[CH:22]=[CH:21][C:20]([CH:23]([C:36]2[CH:37]=[CH:38][CH:39]=[CH:40][CH:41]=2)[NH:24][C:25](=[O:35])[CH2:26][C:27]2[CH:32]=[CH:31][C:30]([O:33][CH2:2][C:3]3[C:4]([CH3:9])=[N:5][CH:6]=[CH:7][CH:8]=3)=[C:29]([CH3:34])[CH:28]=2)=[C:19]([CH3:42])[CH:18]=1. The catalyst class is: 23. (2) Reactant: [CH2:1]([NH-])[CH2:2][CH3:3].[OH2:5].[C:6]1([CH3:16])[CH:11]=[CH:10][C:9](S(O)(=O)=O)=[CH:8][CH:7]=1.[C:17]([O-])([O-])=[O:18].[Na+].[Na+]. Product: [CH3:17][O:18][C:2]1[CH:1]=[CH:11][CH:10]=[C:9]2[C:3]=1[CH2:16][CH2:6][C:7](=[O:5])[CH2:8]2. The catalyst class is: 11. (3) Reactant: C([O:8][C:9](=[O:61])[CH2:10][O:11][C:12]1[C:17]2[C@@:18]3([OH:55])[C@@:31]([O:35][CH3:36])([C@H:32]([OH:34])[CH2:33][C:16]=2[CH:15]=[C:14]([CH3:56])[C:13]=1[C:57]([O:59][CH3:60])=[O:58])[C:30](=[O:37])[C:29]1[C:20](=[CH:21][C:22]2[C:23](=[O:53])[C:24]([NH:40][C@@H:41]4[C@H:46]([O:47][CH3:48])[C@H:45]([OH:49])[C@@H:44]([O:50][CH3:51])[C@H:43]([CH3:52])[O:42]4)=[CH:25][C:26](=[O:39])[C:27]=2[C:28]=1[OH:38])[C:19]3=[O:54])C1C=CC=CC=1. The catalyst class is: 123. Product: [OH:34][C@H:32]1[C@:31]2([O:35][CH3:36])[C@@:18]([OH:55])([C:19](=[O:54])[C:20]3[C:29]([C:30]2=[O:37])=[C:28]([OH:38])[C:27]2[C:26](=[O:39])[CH:25]=[C:24]([NH:40][CH:41]4[C@H:46]([O:47][CH3:48])[C@H:45]([OH:49])[C@@H:44]([O:50][CH3:51])[C@H:43]([CH3:52])[O:42]4)[C:23](=[O:53])[C:22]=2[CH:21]=3)[C:17]2[C:12]([O:11][CH2:10][C:9]([OH:61])=[O:8])=[C:13]([C:57]([O:59][CH3:60])=[O:58])[C:14]([CH3:56])=[CH:15][C:16]=2[CH2:33]1. (4) Reactant: [Cl:1][C:2]1[CH:13]=[C:12]([CH3:14])[C:5]2[NH:6]C(=O)O[C:9](=[O:10])[C:4]=2[CH:3]=1.[C:15]([O:19][CH3:20])(=[O:18])[NH:16][NH2:17].CO. Product: [NH2:6][C:5]1[C:12]([CH3:14])=[CH:13][C:2]([Cl:1])=[CH:3][C:4]=1[C:9]([NH:17][NH:16][C:15]([O:19][CH3:20])=[O:18])=[O:10]. The catalyst class is: 6. (5) Reactant: [CH3:1][O:2][C:3]1[CH:12]=[C:11]([CH3:13])[C:10]([C:14]2[CH:19]=[CH:18][N:17]=[N:16][CH:15]=2)=[CH:9][C:4]=1[C:5]([O:7][CH3:8])=[O:6].[C:20]1([CH3:33])[CH:25]=[C:24]([CH3:26])[CH:23]=[C:22]([CH3:27])[C:21]=1[S:28]([O:31][NH2:32])(=[O:30])=[O:29]. Product: [CH3:27][C:22]1[CH:23]=[C:24]([CH3:26])[CH:25]=[C:20]([CH3:33])[C:21]=1[S:28]([O-:31])(=[O:30])=[O:29].[NH2:32][N+:17]1[CH:18]=[CH:19][C:14]([C:10]2[CH:9]=[C:4]([C:5]([O:7][CH3:8])=[O:6])[C:3]([O:2][CH3:1])=[CH:12][C:11]=2[CH3:13])=[CH:15][N:16]=1. The catalyst class is: 4. (6) Reactant: N[C:2]1[S:3][C:4]([CH2:7][N:8]2[CH2:12][CH2:11][CH2:10][C:9]2=[O:13])=[CH:5][N:6]=1.C(ON=O)CC(C)C. Product: [S:3]1[C:4]([CH2:7][N:8]2[CH2:12][CH2:11][CH2:10][C:9]2=[O:13])=[CH:5][N:6]=[CH:2]1. The catalyst class is: 1. (7) Reactant: O=[C:2]([C:26]1[CH:31]=[CH:30][N:29]=[CH:28][CH:27]=1)[CH:3]([C:8]1[CH:13]=[CH:12][C:11]([O:14][CH2:15][C:16]2[CH:25]=[CH:24][C:23]3[C:18](=[CH:19][CH:20]=[CH:21][CH:22]=3)[N:17]=2)=[CH:10][CH:9]=1)[C:4]([O:6]C)=O.[NH2:32][NH2:33].O. Product: [N:29]1[CH:30]=[CH:31][C:26]([C:2]2[NH:33][NH:32][C:4](=[O:6])[C:3]=2[C:8]2[CH:13]=[CH:12][C:11]([O:14][CH2:15][C:16]3[CH:25]=[CH:24][C:23]4[C:18](=[CH:19][CH:20]=[CH:21][CH:22]=4)[N:17]=3)=[CH:10][CH:9]=2)=[CH:27][CH:28]=1. The catalyst class is: 8. (8) Reactant: [Cl:1][C:2]1[CH:3]=[CH:4][C:5]2[C:11](=[O:12])[NH:10][C:9]3[CH:13]=[C:14]([CH2:17][CH2:18]OS(C)(=O)=O)[CH:15]=[CH:16][C:8]=3[NH:7][C:6]=2[CH:24]=1.[NH:25]1[CH2:30][CH2:29][O:28][CH2:27][CH2:26]1. Product: [Cl:1][C:2]1[CH:3]=[CH:4][C:5]2[C:11](=[O:12])[NH:10][C:9]3[CH:13]=[C:14]([CH2:17][CH2:18][N:25]4[CH2:30][CH2:29][O:28][CH2:27][CH2:26]4)[CH:15]=[CH:16][C:8]=3[NH:7][C:6]=2[CH:24]=1. The catalyst class is: 39. (9) Reactant: [C:1]([O:5][C:6]([NH:8][C:9]1[C:14]([C:15]([OH:17])=O)=[CH:13][N:12]=[CH:11][CH:10]=1)=[O:7])([CH3:4])([CH3:3])[CH3:2].C(C1NC=CN=1)(C1[NH:21]C=CN=1)=O.C(Cl)Cl.CO. Product: [NH2:8][C:9]1[C:14]([C:15]([NH2:21])=[O:17])=[CH:13][N:12]=[CH:11][CH:10]=1.[C:1]([O:5][C:6](=[O:7])[NH:8][C:9]1[CH:10]=[CH:11][N:12]=[CH:13][C:14]=1[C:15](=[O:17])[NH2:21])([CH3:4])([CH3:3])[CH3:2]. The catalyst class is: 3.